Dataset: Catalyst prediction with 721,799 reactions and 888 catalyst types from USPTO. Task: Predict which catalyst facilitates the given reaction. (1) Reactant: [F:1][C:2]1[CH:7]=[C:6]([N+:8]([O-:10])=[O:9])[CH:5]=[CH:4][C:3]=1[N:11]1[C@H:15]([CH2:16][CH:17]([CH3:19])[CH3:18])[CH2:14][O:13][CH:12]1[C:20]([F:23])([F:22])[F:21].[SiH](CC)(CC)CC. Product: [F:1][C:2]1[CH:7]=[C:6]([N+:8]([O-:10])=[O:9])[CH:5]=[CH:4][C:3]=1[N:11]([CH2:12][C:20]([F:23])([F:22])[F:21])[C@H:15]([CH2:16][CH:17]([CH3:18])[CH3:19])[CH2:14][OH:13]. The catalyst class is: 146. (2) Reactant: [NH2:1][C:2]1[CH:7]=[CH:6][C:5]([N:8]2[CH2:13][CH2:12][O:11][C@H:10]([C@@H:14]([OH:26])[C:15]([NH:17][C:18]3[CH:23]=[CH:22][C:21]([C:24]#[N:25])=[CH:20][CH:19]=3)=[O:16])[C:9]2=[O:27])=[CH:4][CH:3]=1.Cl[CH2:29][CH2:30][O:31][CH2:32][C:33](O)=[O:34].[Cl-].COC1N=C(OC)N=C([N+]2(C)CCOCC2)N=1. Product: [C:24]([C:21]1[CH:22]=[CH:23][C:18]([NH:17][C:15](=[O:16])[C@H:14]([OH:26])[C@H:10]2[O:11][CH2:12][CH2:13][N:8]([C:5]3[CH:6]=[CH:7][C:2]([N:1]4[CH2:29][CH2:30][O:31][CH2:32][C:33]4=[O:34])=[CH:3][CH:4]=3)[C:9]2=[O:27])=[CH:19][CH:20]=1)#[N:25]. The catalyst class is: 3. (3) Reactant: Cl[C:2]1[CH:7]=[C:6]([N+:8]([O-:10])=[O:9])[CH:5]=[CH:4][N:3]=1.[CH3:11][O:12][C:13]1[CH:18]=[CH:17][C:16]([CH2:19][NH:20][CH3:21])=[CH:15][CH:14]=1. Product: [CH3:11][O:12][C:13]1[CH:18]=[CH:17][C:16]([CH2:19][N:20]([CH3:21])[C:2]2[CH:7]=[C:6]([N+:8]([O-:10])=[O:9])[CH:5]=[CH:4][N:3]=2)=[CH:15][CH:14]=1. The catalyst class is: 216. (4) Reactant: [CH3:1][S:2]([N:5]1[CH2:10][CH2:9][CH:8]([NH:11][C:12]([C:14]2[C:18]([NH2:19])=[CH:17][NH:16][N:15]=2)=[O:13])[CH2:7][CH2:6]1)(=[O:4])=[O:3].C(N(CC)CC)C.[Cl:27][C:28]1[CH:36]=[CH:35][CH:34]=[C:33]([Cl:37])[C:29]=1[C:30](Cl)=[O:31].O. Product: [CH3:1][S:2]([N:5]1[CH2:10][CH2:9][CH:8]([NH:11][C:12]([C:14]2[C:18]([NH:19][C:30](=[O:31])[C:29]3[C:28]([Cl:27])=[CH:36][CH:35]=[CH:34][C:33]=3[Cl:37])=[CH:17][NH:16][N:15]=2)=[O:13])[CH2:7][CH2:6]1)(=[O:4])=[O:3]. The catalyst class is: 12. (5) Reactant: [F:1][C:2]([F:12])([F:11])[C:3]1[CH:4]=[C:5]([NH2:10])[C:6]([NH2:9])=[CH:7][CH:8]=1.C(N(C(C)C)CC)(C)C.[Cl:22][C:23]1[C:24]([C:29]2[CH:37]=[CH:36][C:32]([C:33](O)=O)=[CH:31][CH:30]=2)=[N:25][CH:26]=[CH:27][CH:28]=1. Product: [Cl:22][C:23]1[C:24]([C:29]2[CH:37]=[CH:36][C:32]([C:33]3[NH:10][C:5]4[CH:4]=[C:3]([C:2]([F:11])([F:12])[F:1])[CH:8]=[CH:7][C:6]=4[N:9]=3)=[CH:31][CH:30]=2)=[N:25][CH:26]=[CH:27][CH:28]=1. The catalyst class is: 875.